From a dataset of Full USPTO retrosynthesis dataset with 1.9M reactions from patents (1976-2016). Predict the reactants needed to synthesize the given product. (1) Given the product [CH:1]1[C:11]2[C:10]3=[CH:12][C:13]4[CH:14]=[CH:15][C:16]([C:19]([OH:21])=[O:20])=[CH:17][C:18]=4[N:9]3[CH2:8][CH:7]=[CH:6][C:5]=2[CH:4]=[CH:3][CH:2]=1.[CH:1]1[C:11]2[C:10]3=[CH:12][C:13]4[CH:14]=[CH:15][C:16]([C:19]([OH:21])=[O:20])=[CH:17][C:18]=4[N:9]3[CH:8]=[CH:7][CH2:6][C:5]=2[CH:4]=[CH:3][CH:2]=1, predict the reactants needed to synthesize it. The reactants are: [CH:1]1[C:11]2[C:10]3=[CH:12][C:13]4[CH:14]=[CH:15][C:16]([C:19]([O:21]C)=[O:20])=[CH:17][C:18]=4[N:9]3[CH2:8][CH:7]=[CH:6][C:5]=2[CH:4]=[CH:3][CH:2]=1.N1(C(=O)C)CCNCC1.C(N(CC)CC)C.CN(C(ON1N=NC2C=CC=NC1=2)=[N+](C)C)C.F[P-](F)(F)(F)(F)F. (2) Given the product [CH2:18]([C:20]1[N:21]=[CH:22][C:23]([CH2:26][CH2:27][N:6]2[C:7]3[CH:8]=[CH:9][C:10]([CH3:13])=[CH:11][C:12]=3[C:4]3[CH2:3][N:2]([CH3:1])[CH2:15][CH2:14][C:5]2=3)=[CH:24][CH:25]=1)[CH3:19], predict the reactants needed to synthesize it. The reactants are: [CH3:1][N:2]1[CH2:15][CH2:14][C:5]2[NH:6][C:7]3[CH:8]=[CH:9][C:10]([CH3:13])=[CH:11][C:12]=3[C:4]=2[CH2:3]1.[OH-].[K+].[CH2:18]([C:20]1[CH:25]=[CH:24][C:23]([CH:26]=[CH2:27])=[CH:22][N:21]=1)[CH3:19]. (3) Given the product [CH3:12][O:11][C:9](=[O:10])[CH2:8][C:5]1[CH:4]=[CH:3][C:2]([O:1][CH2:19][C:20]2[CH:25]=[CH:24][CH:23]=[CH:22][CH:21]=2)=[CH:7][CH:6]=1, predict the reactants needed to synthesize it. The reactants are: [OH:1][C:2]1[CH:7]=[CH:6][C:5]([CH2:8][C:9]([O:11][CH3:12])=[O:10])=[CH:4][CH:3]=1.C(=O)([O-])[O-].[Cs+].[Cs+].[CH2:19](Br)[C:20]1[CH:25]=[CH:24][CH:23]=[CH:22][CH:21]=1.